This data is from Full USPTO retrosynthesis dataset with 1.9M reactions from patents (1976-2016). The task is: Predict the reactants needed to synthesize the given product. (1) The reactants are: [N+:1]([O-:4])([O-])=[O:2].[K+].[C:6]1(=[O:16])[C:15]2[C:10](=[CH:11][CH:12]=[CH:13][CH:14]=2)[CH2:9][CH2:8][NH:7]1.C(OC(=O)C)C. Given the product [N+:1]([C:13]1[CH:14]=[C:15]2[C:10]([CH2:9][CH2:8][NH:7][C:6]2=[O:16])=[CH:11][CH:12]=1)([O-:4])=[O:2], predict the reactants needed to synthesize it. (2) Given the product [C:1]([O:5][C:6](=[O:26])[NH:7][CH:8]([C:12](=[O:25])[NH:13][C:14]1[CH:19]=[CH:18][C:17]([CH2:20][CH2:21][C:22](=[O:24])[CH3:23])=[CH:16][N:15]=1)[CH2:9][CH2:10][CH3:11])([CH3:2])([CH3:3])[CH3:4], predict the reactants needed to synthesize it. The reactants are: [C:1]([O:5][C:6](=[O:26])[NH:7][CH:8]([C:12](=[O:25])[NH:13][C:14]1[CH:19]=[CH:18][C:17]([CH:20]=[CH:21][C:22](=[O:24])[CH3:23])=[CH:16][N:15]=1)[CH2:9][CH2:10][CH3:11])([CH3:4])([CH3:3])[CH3:2].